This data is from Drug-induced liver injury (DILI) classification data. The task is: Regression/Classification. Given a drug SMILES string, predict its toxicity properties. Task type varies by dataset: regression for continuous values (e.g., LD50, hERG inhibition percentage) or binary classification for toxic/non-toxic outcomes (e.g., AMES mutagenicity, cardiotoxicity, hepatotoxicity). Dataset: dili. (1) The molecule is Cc1nnc(NS(=O)(=O)c2ccc(N)cc2)s1. The result is 1 (causes liver injury). (2) The compound is CCc1oc2ccccc2c1C(=O)c1ccc(O)cc1. The result is 1 (causes liver injury).